This data is from Forward reaction prediction with 1.9M reactions from USPTO patents (1976-2016). The task is: Predict the product of the given reaction. (1) Given the reactants [F:1][C:2]1[CH:23]=[C:22]([N+:24]([O-])=O)[CH:21]=[CH:20][C:3]=1[O:4][C:5]1[CH:19]=[CH:18][C:8]2[N:9]=[C:10]([NH:12][C:13]([CH:15]3[CH2:17][CH2:16]3)=[O:14])[S:11][C:7]=2[CH:6]=1.O.[Cl-].[NH4+], predict the reaction product. The product is: [NH2:24][C:22]1[CH:21]=[CH:20][C:3]([O:4][C:5]2[CH:19]=[CH:18][C:8]3[N:9]=[C:10]([NH:12][C:13]([CH:15]4[CH2:17][CH2:16]4)=[O:14])[S:11][C:7]=3[CH:6]=2)=[C:2]([F:1])[CH:23]=1. (2) Given the reactants COC(=O)C(O)=C[C:6](=O)[N:7](CC1C=CC(Cl)=C(Cl)C=1)[CH3:8].C=O.CC(N)CN.[Cl:28][C:29]1[CH:30]=[C:31]([CH:45]=[CH:46][C:47]=1[Cl:48])[CH2:32][N:33]([CH3:44])[C:34]([C:36]1[CH2:37][N:38]([CH3:43])[C:39](=[O:42])[C:40]=1[OH:41])=[O:35], predict the reaction product. The product is: [Cl:28][C:29]1[CH:30]=[C:31]([CH:45]=[CH:46][C:47]=1[Cl:48])[CH2:32][N:33]([CH3:44])[C:34]([C:36]1[CH2:37][N:38]([CH2:43][CH2:6][NH:7][CH3:8])[C:39](=[O:42])[C:40]=1[OH:41])=[O:35]. (3) Given the reactants CC1(C)C(C)(C)OB([C:9]2[CH2:10][CH2:11][N:12]([C:15]([O:17][C:18]([CH3:21])([CH3:20])[CH3:19])=[O:16])[CH2:13][CH:14]=2)O1.Br[C:24]1[CH:29]=[CH:28][C:27]([N+:30]([O-:32])=[O:31])=[CH:26][C:25]=1[O:33][CH3:34].CN(C=O)C.C(=O)([O-])[O-].[K+].[K+], predict the reaction product. The product is: [CH3:34][O:33][C:25]1[CH:26]=[C:27]([N+:30]([O-:32])=[O:31])[CH:28]=[CH:29][C:24]=1[C:9]1[CH2:10][CH2:11][N:12]([C:15]([O:17][C:18]([CH3:19])([CH3:20])[CH3:21])=[O:16])[CH2:13][CH:14]=1. (4) Given the reactants N#N.[NH:3]1[C:7]2[CH:8]=[CH:9][CH:10]=[CH:11][C:6]=2[N:5]=[C:4]1[CH:12]([NH:24]C(=O)OC(C)(C)C)[CH2:13][C:14]1[C:19]([F:20])=[CH:18][C:17]([O:21][CH3:22])=[CH:16][C:15]=1[F:23].Cl, predict the reaction product. The product is: [NH:3]1[C:7]2[CH:8]=[CH:9][CH:10]=[CH:11][C:6]=2[N:5]=[C:4]1[CH:12]([NH2:24])[CH2:13][C:14]1[C:15]([F:23])=[CH:16][C:17]([O:21][CH3:22])=[CH:18][C:19]=1[F:20]. (5) Given the reactants [C-:1]#[N:2].[K+].[Br:4][C:5]1[CH:10]=[CH:9][C:8]([Cl:11])=[CH:7][C:6]=1[CH2:12]Br, predict the reaction product. The product is: [Br:4][C:5]1[CH:10]=[CH:9][C:8]([Cl:11])=[CH:7][C:6]=1[CH2:12][C:1]#[N:2]. (6) Given the reactants C([O:4][C@@H:5]1[C:11]2[CH:12]=[CH:13][CH:14]=[CH:15][C:10]=2[N:9]([C:16]([NH2:18])=[O:17])[C:8]2[CH:19]=[CH:20][CH:21]=[CH:22][C:7]=2[CH2:6]1)(=O)C.C(O[C@H]1C2C=CC=CC=2N(C(N)=O)C2C=CC=CC=2C1)(=O)C.O[C@@H]1C2C=CC=CC=2N(C(N)=O)C2C=CC=CC=2C1.O[C@H]1C2C=CC=CC=2N(C(N)=O)C2C=CC=CC=2C1, predict the reaction product. The product is: [O:4]=[C:5]1[C:11]2[CH:12]=[CH:13][CH:14]=[CH:15][C:10]=2[N:9]([C:16]([NH2:18])=[O:17])[C:8]2[CH:19]=[CH:20][CH:21]=[CH:22][C:7]=2[CH2:6]1. (7) Given the reactants CS[C:3]1[N:4]=[C:5]([CH2:12][C:13]2[CH:17]=[CH:16][S:15][CH:14]=2)[NH:6][C:7](=[O:11])[C:8]=1[C:9]#[N:10].[NH:18]1[CH2:22][CH2:21][CH2:20][CH2:19]1, predict the reaction product. The product is: [O:11]=[C:7]1[NH:6][C:5]([CH2:12][C:13]2[CH:17]=[CH:16][S:15][CH:14]=2)=[N:4][C:3]([N:18]2[CH2:22][CH2:21][CH2:20][CH2:19]2)=[C:8]1[C:9]#[N:10]. (8) The product is: [CH3:4][O:5][C:6]1[CH:7]=[C:8](/[CH:9]=[CH:22]/[C:20]#[N:21])[CH:11]=[CH:12][C:13]=1[N:14]1[CH:18]=[C:17]([CH3:19])[N:16]=[CH:15]1. Given the reactants O.[OH-].[Li+].[CH3:4][O:5][C:6]1[CH:7]=[C:8]([CH:11]=[CH:12][C:13]=1[N:14]1[CH:18]=[C:17]([CH3:19])[N:16]=[CH:15]1)[CH:9]=O.[C:20]([CH2:22]P(=O)(OCC)OCC)#[N:21].C(OCC)(=O)C, predict the reaction product. (9) Given the reactants [C:1]([O:5][C:6]([C@@:8]1([CH2:22][CH:23]=[CH2:24])[CH2:12][C:11](=[O:13])[N:10]([C@@H:14]([C:16]2[CH:21]=[CH:20][CH:19]=[CH:18][CH:17]=2)[CH3:15])[CH2:9]1)=[O:7])([CH3:4])([CH3:3])[CH3:2].B1C2CCCC1CCC2.[OH-].[Na+].OO.C(=O)(O)[O-:39].[Na+], predict the reaction product. The product is: [C:1]([O:5][C:6]([C@@:8]1([CH2:22][CH2:23][CH2:24][OH:39])[CH2:12][C:11](=[O:13])[N:10]([C@@H:14]([C:16]2[CH:17]=[CH:18][CH:19]=[CH:20][CH:21]=2)[CH3:15])[CH2:9]1)=[O:7])([CH3:4])([CH3:3])[CH3:2].